This data is from Full USPTO retrosynthesis dataset with 1.9M reactions from patents (1976-2016). The task is: Predict the reactants needed to synthesize the given product. (1) Given the product [CH3:35][O:36][C:37](=[O:42])[CH:38]([NH:41][C:18](=[O:19])[CH:17]([N:14]1[CH2:15][CH2:16][N:11]([C:3]2[CH:4]=[CH:5][C:6]([N+:8]([O-:10])=[O:9])=[CH:7][C:2]=2[F:1])[CH2:12][CH2:13]1)[C:21]1[CH:26]=[CH:25][CH:24]=[CH:23][CH:22]=1)[CH2:39][OH:40], predict the reactants needed to synthesize it. The reactants are: [F:1][C:2]1[CH:7]=[C:6]([N+:8]([O-:10])=[O:9])[CH:5]=[CH:4][C:3]=1[N:11]1[CH2:16][CH2:15][N:14]([CH:17]([C:21]2[CH:26]=[CH:25][CH:24]=[CH:23][CH:22]=2)[C:18](O)=[O:19])[CH2:13][CH2:12]1.C(N(CC)CC)C.Cl.[CH3:35][O:36][C:37](=[O:42])[C@@H:38]([NH2:41])[CH2:39][OH:40].CN(C(ON1N=NC2C=CC=NC1=2)=[N+](C)C)C.F[P-](F)(F)(F)(F)F.C([O-])(O)=O.[Na+]. (2) Given the product [Cl:1][C:2]1[C:3]([O:10][CH3:11])=[C:4]2[N:9]=[C:20]([C:19]3[CH:22]=[CH:23][C:16]([O:15][CH2:14][CH2:13][OH:12])=[CH:17][CH:18]=3)[NH:8][C:5]2=[N:6][CH:7]=1, predict the reactants needed to synthesize it. The reactants are: [Cl:1][C:2]1[C:3]([O:10][CH3:11])=[C:4]([NH2:9])[C:5]([NH2:8])=[N:6][CH:7]=1.[OH:12][CH2:13][CH2:14][O:15][C:16]1[CH:23]=[CH:22][C:19]([CH:20]=O)=[CH:18][CH:17]=1. (3) Given the product [N:26]1[CH:18]=[C:19]2[C:23]([N:22]=[CH:21][NH:20]2)=[N:24][CH:25]=1, predict the reactants needed to synthesize it. The reactants are: NC1(C(O)=O)CCCC1.[O-]S([O-])(=O)=O.[Na+].[Na+].Cl[C:18]1[N:26]=[CH:25][N:24]=[C:23]2[C:19]=1[N:20]=[C:21](C1C=CC=CC=1Cl)[N:22]2C1C=CC(Cl)=CC=1. (4) Given the product [NH2:18][C:10]1[O:11][C@H:12]([C:14]([F:17])([F:16])[F:15])[CH2:13][C@:8]([C:6]2[CH:7]=[C:2]([NH:1][C:29](=[O:30])[C:26]3[CH:25]=[CH:24][C:23]([Cl:22])=[CH:28][N:27]=3)[CH:3]=[C:4]([F:21])[C:5]=2[Cl:20])([CH3:19])[N:9]=1, predict the reactants needed to synthesize it. The reactants are: [NH2:1][C:2]1[CH:3]=[C:4]([F:21])[C:5]([Cl:20])=[C:6]([C@:8]2([CH3:19])[CH2:13][C@@H:12]([C:14]([F:17])([F:16])[F:15])[O:11][C:10]([NH2:18])=[N:9]2)[CH:7]=1.[Cl:22][C:23]1[CH:24]=[CH:25][C:26]([C:29](O)=[O:30])=[N:27][CH:28]=1.CCCP1(OP(CCC)(=O)OP(CCC)(=O)O1)=O.C(OCC)(=O)C. (5) Given the product [F:1][C:2]([F:7])([F:6])[C:3]([OH:5])=[O:4].[C:10]([N:42]1[CH2:43][CH2:44][CH2:45][C@@H:40]([CH2:39][C:38]([NH:37][C:29]2[CH:30]=[CH:31][C:32]3[NH:33][C:34]4[N:35]=[C:19]([NH:20][C:21]5[CH:22]=[CH:23][CH:24]=[C:25]([CH:47]=5)[CH2:26][CH2:27][C:28]=2[CH:36]=3)[N:18]=[CH:17][C:16]=4[Cl:15])=[O:46])[CH2:41]1)(=[O:11])[CH3:9], predict the reactants needed to synthesize it. The reactants are: [F:1][C:2]([F:7])([F:6])[C:3]([OH:5])=[O:4].F[C:9](F)(F)[C:10](O)=[O:11].[Cl:15][C:16]1[CH:17]=[N:18][C:19]2[NH:20][C:21]3[CH:22]=[CH:23][CH:24]=[C:25]([CH:47]=3)[CH2:26][CH2:27][C:28]3[CH:36]=[C:32]([NH:33][C:34]=1[N:35]=2)[CH:31]=[CH:30][C:29]=3[NH:37][C:38](=[O:46])[CH2:39][C@@H:40]1[CH2:45][CH2:44][CH2:43][NH:42][CH2:41]1.C(Cl)(=O)C. (6) Given the product [CH3:1][C:2]1[CH:10]=[CH:9][CH:8]=[CH:7][C:3]=1[C:4]([Cl:19])=[O:5], predict the reactants needed to synthesize it. The reactants are: [CH3:1][C:2]1[CH:10]=[CH:9][CH:8]=[CH:7][C:3]=1[C:4](O)=[O:5].CN(C=O)C.C(Cl)(=O)C([Cl:19])=O. (7) Given the product [CH:11]1([NH:14][C:2]2[CH:7]=[CH:6][CH:5]=[CH:4][C:3]=2[N+:8]([O-:10])=[O:9])[CH2:13][CH2:12]1, predict the reactants needed to synthesize it. The reactants are: F[C:2]1[CH:7]=[CH:6][CH:5]=[CH:4][C:3]=1[N+:8]([O-:10])=[O:9].[CH:11]1([NH2:14])[CH2:13][CH2:12]1.C(N(CC)CC)C.O. (8) Given the product [N:5]1([CH2:4][CH:3]([C:10]2[CH:15]=[CH:14][C:13]([O:16][C:17]([F:18])([F:19])[F:20])=[CH:12][CH:11]=2)[NH2:2])[CH2:9][CH2:8][CH2:7][CH2:6]1, predict the reactants needed to synthesize it. The reactants are: O[N:2]=[C:3]([C:10]1[CH:15]=[CH:14][C:13]([O:16][C:17]([F:20])([F:19])[F:18])=[CH:12][CH:11]=1)[CH2:4][N:5]1[CH2:9][CH2:8][CH2:7][CH2:6]1. (9) Given the product [ClH:1].[F:28][C:25]([F:26])([F:27])[O:24][C:21]1[CH:22]=[CH:23][C:18]([N:13]2[CH2:12][CH:11]3[CH:15]([CH2:16][NH:9][CH2:10]3)[C:14]2=[O:17])=[CH:19][CH:20]=1, predict the reactants needed to synthesize it. The reactants are: [ClH:1].C(OC([N:9]1[CH2:16][CH:15]2[CH:11]([CH2:12][N:13]([C:18]3[CH:23]=[CH:22][C:21]([O:24][C:25]([F:28])([F:27])[F:26])=[CH:20][CH:19]=3)[C:14]2=[O:17])[CH2:10]1)=O)(C)(C)C. (10) Given the product [CH2:1]([O:8][C:9]1[N:10]=[CH:11][C:12]2[C:17]([CH:18]=1)=[CH:16][C:15]([C:29]1[N:34]=[N:33][C:32]([N:35]([CH3:46])[CH:36]3[CH2:41][C:40]([CH3:42])([CH3:43])[NH:39][C:38]([CH3:45])([CH3:44])[CH2:37]3)=[CH:31][CH:30]=1)=[CH:14][CH:13]=2)[C:2]1[CH:3]=[CH:4][CH:5]=[CH:6][CH:7]=1, predict the reactants needed to synthesize it. The reactants are: [CH2:1]([O:8][C:9]1[N:10]=[CH:11][C:12]2[C:17]([CH:18]=1)=[CH:16][C:15](B1OC(C)(C)C(C)(C)O1)=[CH:14][CH:13]=2)[C:2]1[CH:7]=[CH:6][CH:5]=[CH:4][CH:3]=1.Cl[C:29]1[N:34]=[N:33][C:32]([N:35]([CH3:46])[CH:36]2[CH2:41][C:40]([CH3:43])([CH3:42])[NH:39][C:38]([CH3:45])([CH3:44])[CH2:37]2)=[CH:31][CH:30]=1.